The task is: Predict which catalyst facilitates the given reaction.. This data is from Catalyst prediction with 721,799 reactions and 888 catalyst types from USPTO. Product: [C:1]([C:3]1[CH:4]=[CH:5][C:6]([CH2:7][NH:8][C:9](=[O:23])[CH:10]([C:13]2[CH:18]=[CH:17][C:16]([O:19][CH3:20])=[C:15]([O:21][C:26]3[CH:31]=[CH:30][CH:29]=[CH:28][CH:27]=3)[C:14]=2[F:22])[O:11][CH3:12])=[CH:24][CH:25]=1)#[N:2]. The catalyst class is: 302. Reactant: [C:1]([C:3]1[CH:25]=[CH:24][C:6]([CH2:7][NH:8][C:9](=[O:23])[CH:10]([C:13]2[CH:18]=[CH:17][C:16]([O:19][CH3:20])=[C:15]([OH:21])[C:14]=2[F:22])[O:11][CH3:12])=[CH:5][CH:4]=1)#[N:2].[C:26]1(B(O)O)[CH:31]=[CH:30][CH:29]=[CH:28][CH:27]=1.N1C=CC=CC=1.